Predict the reactants needed to synthesize the given product. From a dataset of Full USPTO retrosynthesis dataset with 1.9M reactions from patents (1976-2016). (1) Given the product [C:1]([O:5][C:6]([N:7]([CH3:8])[C:9]1[CH:14]=[CH:13][C:12]([C:15]2[CH:24]=[N:23][C:22]3[C:17]([N:16]=2)=[CH:18][C:19]([O:25][CH2:26][CH2:27][O:28][S:36]([C:33]2[CH:34]=[CH:35][C:30]([CH3:40])=[CH:31][CH:32]=2)(=[O:38])=[O:37])=[CH:20][CH:21]=3)=[CH:11][CH:10]=1)=[O:29])([CH3:3])([CH3:2])[CH3:4], predict the reactants needed to synthesize it. The reactants are: [C:1]([O:5][C:6](=[O:29])[N:7]([C:9]1[CH:14]=[CH:13][C:12]([C:15]2[CH:24]=[N:23][C:22]3[C:17](=[CH:18][C:19]([O:25][CH2:26][CH2:27][OH:28])=[CH:20][CH:21]=3)[N:16]=2)=[CH:11][CH:10]=1)[CH3:8])([CH3:4])([CH3:3])[CH3:2].[C:30]1([CH3:40])[CH:35]=[CH:34][C:33]([S:36](Cl)(=[O:38])=[O:37])=[CH:32][CH:31]=1. (2) Given the product [Br:1][C:2]1[CH:10]=[CH:9][CH:8]=[CH:7][C:3]=1[O:56][CH3:55], predict the reactants needed to synthesize it. The reactants are: [Br:1][C:2]1[CH:10]=[CH:9][C:8](S(=O)(=O)NC2C=CC(CCCC)=CC=2)=[CH:7][C:3]=1C(O)=O.CCN=C=NCCCN(C)C.C1C=CC2N(O)N=NC=2C=1.CCN(C(C)C)C(C)C.[CH3:55][O:56]C1C=CC=CC=1N1CCNCC1. (3) Given the product [Cl:1][C:2]1[CH:7]=[CH:6][C:5]([S:8]([NH2:30])(=[O:10])=[O:9])=[CH:4][C:3]=1[C:12]1[C:20]2[C:15](=[N:16][C:17]([O:21][C:22]3[CH:27]=[CH:26][C:25]([F:28])=[CH:24][C:23]=3[F:29])=[N:18][CH:19]=2)[NH:14][N:13]=1, predict the reactants needed to synthesize it. The reactants are: [Cl:1][C:2]1[CH:7]=[CH:6][C:5]([S:8](Cl)(=[O:10])=[O:9])=[CH:4][C:3]=1[C:12]1[C:20]2[C:15](=[N:16][C:17]([O:21][C:22]3[CH:27]=[CH:26][C:25]([F:28])=[CH:24][C:23]=3[F:29])=[N:18][CH:19]=2)[NH:14][N:13]=1.[NH3:30]. (4) Given the product [Cl:7][C:8]1[CH:15]=[CH:14][CH:13]=[CH:12][C:9]=1[CH2:10][NH:11][CH2:2][C:3]([F:6])([F:5])[F:4], predict the reactants needed to synthesize it. The reactants are: I[CH2:2][C:3]([F:6])([F:5])[F:4].[Cl:7][C:8]1[CH:15]=[CH:14][CH:13]=[CH:12][C:9]=1[CH2:10][NH2:11].